Task: Regression. Given a peptide amino acid sequence and an MHC pseudo amino acid sequence, predict their binding affinity value. This is MHC class I binding data.. Dataset: Peptide-MHC class I binding affinity with 185,985 pairs from IEDB/IMGT (1) The MHC is HLA-A03:01 with pseudo-sequence HLA-A03:01. The peptide sequence is KSFKLLCKL. The binding affinity (normalized) is 0.0847. (2) The peptide sequence is MIWNVQKIF. The MHC is HLA-B35:01 with pseudo-sequence HLA-B35:01. The binding affinity (normalized) is 0.418. (3) The peptide sequence is RTRPRWIPA. The MHC is HLA-A80:01 with pseudo-sequence HLA-A80:01. The binding affinity (normalized) is 0.0847. (4) The peptide sequence is SHDTIGPYY. The MHC is HLA-A30:01 with pseudo-sequence HLA-A30:01. The binding affinity (normalized) is 0.0847. (5) The peptide sequence is YWMGGTTYF. The binding affinity (normalized) is 0.0847. The MHC is HLA-B08:01 with pseudo-sequence HLA-B08:01. (6) The peptide sequence is KEKDMTKEF. The MHC is HLA-B57:01 with pseudo-sequence HLA-B57:01. The binding affinity (normalized) is 0.0847.